Dataset: Forward reaction prediction with 1.9M reactions from USPTO patents (1976-2016). Task: Predict the product of the given reaction. Given the reactants [C:1]([O:18][CH2:19][C@H:20]([CH2:22][O:23][P:24]([O:27][CH2:28][CH2:29][N+:30]([CH3:33])([CH3:32])[CH3:31])([OH:26])=[O:25])[OH:21])(=[O:17])[CH2:2][CH2:3][CH2:4][CH2:5][CH2:6][CH2:7][CH2:8][CH2:9][CH2:10][CH2:11][CH2:12][CH2:13][CH2:14][CH2:15][CH3:16].[C:34]1(=[O:41])[O:40][C:38](=[O:39])[CH2:37][CH2:36][CH2:35]1.C(Cl)(Cl)Cl.CO, predict the reaction product. The product is: [CH3:16][CH2:15][CH2:14][CH2:13][CH2:12][CH2:11][CH2:10][CH2:9][CH2:8][CH2:7][CH2:6][CH2:5][CH2:4][CH2:3][CH2:2][C:1]([O:18][CH2:19][C@@H:20]([O:21][C:34]([CH2:35][CH2:36][CH2:37][C:38]([OH:40])=[O:39])=[O:41])[CH2:22][O:23][P:24]([O:27][CH2:28][CH2:29][N+:30]([CH3:32])([CH3:31])[CH3:33])([O-:26])=[O:25])=[O:17].